From a dataset of Reaction yield outcomes from USPTO patents with 853,638 reactions. Predict the reaction yield, written as a fraction of the theoretical maximum amount of product (1.0 means a 100% yield; for example, 0.34 means a 34% yield). The reactants are [OH:1][C@@H:2]([C:23]1[CH:28]=[CH:27][CH:26]=[CH:25][CH:24]=1)[CH2:3][CH2:4][N:5]1[CH2:10][CH2:9][CH:8]([C:11]2[CH:12]=[C:13]([NH:17][C:18](=[O:22])[CH:19]([CH3:21])[CH3:20])[CH:14]=[CH:15][CH:16]=2)[CH2:7][CH2:6]1.[F:29][C:30]1[CH:35]=[CH:34][C:33]([F:36])=[CH:32][C:31]=1O.C1(P(C2C=CC=CC=2)C2C=CC=CC=2)C=CC=CC=1.N(C(OCC)=O)=NC(OCC)=O.N. The catalyst is C1COCC1.C(Cl)(Cl)Cl. The product is [F:29][C:30]1[CH:35]=[CH:34][C:33]([F:36])=[CH:32][C:31]=1[O:1][C@H:2]([C:23]1[CH:24]=[CH:25][CH:26]=[CH:27][CH:28]=1)[CH2:3][CH2:4][N:5]1[CH2:10][CH2:9][CH:8]([C:11]2[CH:12]=[C:13]([NH:17][C:18](=[O:22])[CH:19]([CH3:21])[CH3:20])[CH:14]=[CH:15][CH:16]=2)[CH2:7][CH2:6]1. The yield is 0.401.